This data is from Reaction yield outcomes from USPTO patents with 853,638 reactions. The task is: Predict the reaction yield, written as a fraction of the theoretical maximum amount of product (1.0 means a 100% yield; for example, 0.34 means a 34% yield). (1) The reactants are [O:1]=[C:2]1[CH2:10][C:9]2[C:4](=[CH:5][C:6]([C:11]([C:13]3[CH:14]=[C:15]([NH:19][C:20]([C:22]4[C:23]([CH3:29])=[N:24][N:25]([CH3:28])[C:26]=4[Cl:27])=[O:21])[CH:16]=[CH:17][CH:18]=3)=[O:12])=[CH:7][CH:8]=2)[NH:3]1.[CH:30](OCC)=[O:31].[O-]CC.[Na+].Cl. The catalyst is C(O)C. The product is [OH:31][CH:30]=[C:10]1[C:9]2[C:4](=[CH:5][C:6]([C:11]([C:13]3[CH:14]=[C:15]([NH:19][C:20]([C:22]4[C:23]([CH3:29])=[N:24][N:25]([CH3:28])[C:26]=4[Cl:27])=[O:21])[CH:16]=[CH:17][CH:18]=3)=[O:12])=[CH:7][CH:8]=2)[NH:3][C:2]1=[O:1]. The yield is 0.590. (2) The product is [Cl:16][C:17]1[C:18]([C:19]#[N:20])=[CH:21][CH:22]=[C:23]2[C:24]=1[CH:25]=[CH:26][N:1]2[C@@H:2]([C:3]([OH:5])([CH3:6])[CH3:4])[CH3:7]. The catalyst is CN1C(=O)CCC1. The reactants are [NH2:1][C@H:2]([CH3:7])[C:3]([CH3:6])([OH:5])[CH3:4].Cl.N[C@@H](C)C(OC)=O.[Cl:16][C:17]1[C:24]([C:25]#[C:26][Si](C)(C)C)=[C:23](F)[CH:22]=[CH:21][C:18]=1[C:19]#[N:20].C1CCN2C(=NCCC2)CC1.C([O-])(O)=O.[Na+]. The yield is 0.0700. (3) The reactants are [N:1]([Si](C)(C)C)=[N+:2]=[N-:3].B(F)(F)F.CCOCC.[Br:17][C:18]1[CH:19]=[C:20]2[C:30](=[CH:31][CH:32]=1)[O:29][C:23]1[CH:24]=[N:25][C:26]([Cl:28])=[CH:27][C:22]=1[C:21]2([CH:34]([CH3:37])[CH2:35][OH:36])O.C(=O)(O)[O-]. The catalyst is C1COCC1.CCOC(C)=O. The product is [N:1]([C:21]1([CH:34]([CH3:37])[CH2:35][OH:36])[C:22]2[CH:27]=[C:26]([Cl:28])[N:25]=[CH:24][C:23]=2[O:29][C:30]2[C:20]1=[CH:19][C:18]([Br:17])=[CH:32][CH:31]=2)=[N+:2]=[N-:3]. The yield is 0.850. (4) The reactants are [NH2:1][C:2]1[CH:3]=[CH:4][C:5]([F:20])=[C:6]([C:8]([C:10]2[CH:11]=[C:12]3[C:17](=[CH:18][CH:19]=2)[N:16]=[CH:15][CH:14]=[N:13]3)=[O:9])[CH:7]=1.[CH2:21]([S:24](Cl)(=[O:26])=[O:25])[CH2:22][CH3:23]. The catalyst is C(Cl)Cl. The product is [F:20][C:5]1[CH:4]=[CH:3][C:2]([N:1]([S:24]([CH2:21][CH2:22][CH3:23])(=[O:26])=[O:25])[S:24]([CH2:21][CH2:22][CH3:23])(=[O:26])=[O:25])=[CH:7][C:6]=1[C:8]([C:10]1[CH:11]=[C:12]2[C:17](=[CH:18][CH:19]=1)[N:16]=[CH:15][CH:14]=[N:13]2)=[O:9]. The yield is 0.568.